Regression. Given a peptide amino acid sequence and an MHC pseudo amino acid sequence, predict their binding affinity value. This is MHC class I binding data. From a dataset of Peptide-MHC class I binding affinity with 185,985 pairs from IEDB/IMGT. (1) The peptide sequence is STHCSGPSV. The MHC is HLA-A02:01 with pseudo-sequence HLA-A02:01. The binding affinity (normalized) is 0.0530. (2) The peptide sequence is HLINKLLST. The MHC is HLA-A02:01 with pseudo-sequence HLA-A02:01. The binding affinity (normalized) is 0.630. (3) The peptide sequence is QLLKILDNLR. The MHC is HLA-A31:01 with pseudo-sequence HLA-A31:01. The binding affinity (normalized) is 0.608. (4) The peptide sequence is EALYYVHSLL. The MHC is HLA-A02:01 with pseudo-sequence HLA-A02:01. The binding affinity (normalized) is 0.320. (5) The peptide sequence is WASRELERF. The MHC is HLA-A02:01 with pseudo-sequence HLA-A02:01. The binding affinity (normalized) is 0. (6) The binding affinity (normalized) is 0. The MHC is HLA-A02:01 with pseudo-sequence HLA-A02:01. The peptide sequence is GMFTNRLGSQ. (7) The peptide sequence is RRLAGTFTW. The MHC is HLA-B07:02 with pseudo-sequence HLA-B07:02. The binding affinity (normalized) is 0.332. (8) The peptide sequence is YLGDEILEV. The MHC is HLA-A68:02 with pseudo-sequence HLA-A68:02. The binding affinity (normalized) is 0.135. (9) The peptide sequence is VFTSRIQVI. The MHC is HLA-A26:01 with pseudo-sequence HLA-A26:01. The binding affinity (normalized) is 0.0847.